Dataset: Forward reaction prediction with 1.9M reactions from USPTO patents (1976-2016). Task: Predict the product of the given reaction. (1) Given the reactants O.[NH2:2][NH2:3].[CH3:4][O:5][CH2:6][CH2:7][O:8][CH2:9][CH2:10][O:11][CH2:12][CH2:13][C:14]([O:16]CC)=O, predict the reaction product. The product is: [CH3:4][O:5][CH2:6][CH2:7][O:8][CH2:9][CH2:10][O:11][CH2:12][CH2:13][C:14]([NH:2][NH2:3])=[O:16]. (2) The product is: [CH2:23]([O:25][C:26](=[O:36])[C:27]1[CH:32]=[CH:31][C:30]([NH:33][C:34]([N:7]([CH:1]2[CH2:6][CH2:5][CH2:4][CH2:3][CH2:2]2)[C:8]2[N:9]([C:17]3[CH:18]=[CH:19][CH:20]=[CH:21][CH:22]=3)[N:10]=[C:11]3[C:16]=2[CH:15]=[CH:14][CH:13]=[CH:12]3)=[O:35])=[CH:29][CH:28]=1)[CH3:24]. Given the reactants [CH:1]1([NH:7][C:8]2[N:9]([C:17]3[CH:22]=[CH:21][CH:20]=[CH:19][CH:18]=3)[N:10]=[C:11]3[C:16]=2[CH:15]=[CH:14][CH:13]=[CH:12]3)[CH2:6][CH2:5][CH2:4][CH2:3][CH2:2]1.[CH2:23]([O:25][C:26](=[O:36])[C:27]1[CH:32]=[CH:31][C:30]([N:33]=[C:34]=[O:35])=[CH:29][CH:28]=1)[CH3:24], predict the reaction product. (3) Given the reactants C(OC(=O)[NH:7][C@@H:8]([CH2:21][C:22]1[CH:27]=[CH:26][CH:25]=[CH:24][CH:23]=1)[C:9]([N:11]1[CH2:20][CH2:19][C:18]2[C:13](=[CH:14][CH:15]=[CH:16][CH:17]=2)[CH2:12]1)=[O:10])(C)(C)C.C(O)(C(F)(F)F)=O, predict the reaction product. The product is: [NH2:7][C@@H:8]([CH2:21][C:22]1[CH:27]=[CH:26][CH:25]=[CH:24][CH:23]=1)[C:9]([N:11]1[CH2:20][CH2:19][C:18]2[C:13](=[CH:14][CH:15]=[CH:16][CH:17]=2)[CH2:12]1)=[O:10]. (4) Given the reactants [OH:1][CH2:2][C:3]1[CH:8]=[CH:7][C:6](B(O)O)=[CH:5][CH:4]=1.[Cl:12][C:13]1[C:14]([N:19]2[CH2:24][CH2:23][N:22]([CH2:25][C:26]3[C:27]([CH3:33])=[N:28][N:29]([CH3:32])[C:30]=3[CH3:31])[CH2:21][CH2:20]2)=[N:15][CH:16]=[CH:17][N:18]=1.C(=O)([O-])[O-].[K+].[K+], predict the reaction product. The product is: [ClH:12].[CH3:32][N:29]1[C:30]([CH3:31])=[C:26]([CH2:25][N:22]2[CH2:21][CH2:20][N:19]([C:14]3[C:13]([C:6]4[CH:7]=[CH:8][C:3]([CH2:2][OH:1])=[CH:4][CH:5]=4)=[N:18][CH:17]=[CH:16][N:15]=3)[CH2:24][CH2:23]2)[C:27]([CH3:33])=[N:28]1. (5) The product is: [F:1][C:2]1[CH:3]=[C:4]([CH:5]=[CH:6][C:7]=1[O:8][C:9]1[CH:14]=[CH:13][N:12]=[C:11]2[NH:15][CH:16]=[C:17]([CH2:18][CH2:19][O:20][CH3:21])[C:10]=12)[NH2:22]. Given the reactants [F:1][C:2]1[CH:3]=[C:4]([NH:22]C(=O)C)[CH:5]=[CH:6][C:7]=1[O:8][C:9]1[CH:14]=[CH:13][N:12]=[C:11]2[NH:15][CH:16]=[C:17]([CH2:18][CH2:19][O:20][CH3:21])[C:10]=12.[OH-].[Na+], predict the reaction product. (6) Given the reactants C1(P(C2C=CC=CC=2)C2C=CC=CC=2)C=CC=CC=1.[NH2:20][C:21]1[C:26]2[N:27]=[C:28]([CH2:35][CH2:36][CH3:37])[N:29]([CH2:30][CH2:31][CH2:32][CH2:33]O)[C:25]=2[C:24]([CH3:38])=[C:23]([CH3:39])[N:22]=1.[C:40]([O:44][C:45]([O:47][NH:48][C:49](=[O:55])[O:50][C:51]([CH3:54])([CH3:53])[CH3:52])=[O:46])([CH3:43])([CH3:42])[CH3:41].N(C(OC(C)C)=O)=NC(OC(C)C)=O, predict the reaction product. The product is: [NH2:20][C:21]1[C:26]2[N:27]=[C:28]([CH2:35][CH2:36][CH3:37])[N:29]([CH2:30][CH2:31][CH2:32][CH2:33][N:48]([O:47][C:45]([O:44][C:40]([CH3:43])([CH3:42])[CH3:41])=[O:46])[C:49](=[O:55])[O:50][C:51]([CH3:54])([CH3:53])[CH3:52])[C:25]=2[C:24]([CH3:38])=[C:23]([CH3:39])[N:22]=1. (7) Given the reactants [CH:1]([N:4]1[CH2:9][CH2:8][N:7]([C:10]([C:12]2[CH:13]=[C:14]3[C:18](=[CH:19][CH:20]=2)[NH:17][C:16]([C:21]([N:23]2[CH2:28][CH2:27][O:26][CH2:25][CH2:24]2)=[O:22])=[CH:15]3)=[O:11])[CH2:6][CH2:5]1)([CH3:3])[CH3:2].I[C:30]1[CH:35]=[CH:34][C:33]([C:36]([F:39])([F:38])[F:37])=[CH:32][CH:31]=1, predict the reaction product. The product is: [CH:1]([N:4]1[CH2:9][CH2:8][N:7]([C:10]([C:12]2[CH:13]=[C:14]3[C:18](=[CH:19][CH:20]=2)[N:17]([C:30]2[CH:35]=[CH:34][C:33]([C:36]([F:39])([F:38])[F:37])=[CH:32][CH:31]=2)[C:16]([C:21]([N:23]2[CH2:24][CH2:25][O:26][CH2:27][CH2:28]2)=[O:22])=[CH:15]3)=[O:11])[CH2:6][CH2:5]1)([CH3:3])[CH3:2].